From a dataset of NCI-60 drug combinations with 297,098 pairs across 59 cell lines. Regression. Given two drug SMILES strings and cell line genomic features, predict the synergy score measuring deviation from expected non-interaction effect. (1) Drug 1: C1CC(C1)(C(=O)O)C(=O)O.[NH2-].[NH2-].[Pt+2]. Drug 2: CC1=C2C(C(=O)C3(C(CC4C(C3C(C(C2(C)C)(CC1OC(=O)C(C(C5=CC=CC=C5)NC(=O)C6=CC=CC=C6)O)O)OC(=O)C7=CC=CC=C7)(CO4)OC(=O)C)O)C)OC(=O)C. Cell line: NCI/ADR-RES. Synergy scores: CSS=7.35, Synergy_ZIP=-0.814, Synergy_Bliss=0.201, Synergy_Loewe=-1.29, Synergy_HSA=-2.24. (2) Synergy scores: CSS=-1.47, Synergy_ZIP=3.16, Synergy_Bliss=3.10, Synergy_Loewe=-3.97, Synergy_HSA=-4.31. Cell line: MDA-MB-231. Drug 2: C1CN(P(=O)(OC1)NCCCl)CCCl. Drug 1: CC1=C2C(C(=O)C3(C(CC4C(C3C(C(C2(C)C)(CC1OC(=O)C(C(C5=CC=CC=C5)NC(=O)OC(C)(C)C)O)O)OC(=O)C6=CC=CC=C6)(CO4)OC(=O)C)O)C)O. (3) Drug 1: C1CCN(CC1)CCOC2=CC=C(C=C2)C(=O)C3=C(SC4=C3C=CC(=C4)O)C5=CC=C(C=C5)O. Drug 2: C1=CC=C(C(=C1)C(C2=CC=C(C=C2)Cl)C(Cl)Cl)Cl. Cell line: HCT116. Synergy scores: CSS=17.0, Synergy_ZIP=-1.84, Synergy_Bliss=0.294, Synergy_Loewe=-0.544, Synergy_HSA=-1.21.